This data is from Full USPTO retrosynthesis dataset with 1.9M reactions from patents (1976-2016). The task is: Predict the reactants needed to synthesize the given product. (1) Given the product [CH:1]([NH:11][C:12]1[C:16]([C:17]([O:19][CH2:20][CH3:21])=[O:18])=[CH:15][N:14]([C:22]2[CH:27]=[CH:26][CH:25]=[CH:24][CH:23]=2)[N:13]=1)=[O:2], predict the reactants needed to synthesize it. The reactants are: [CH:1](O)=[O:2].C(OC(=O)C)(=O)C.[NH2:11][C:12]1[C:16]([C:17]([O:19][CH2:20][CH3:21])=[O:18])=[CH:15][N:14]([C:22]2[CH:27]=[CH:26][CH:25]=[CH:24][CH:23]=2)[N:13]=1. (2) Given the product [F:13][C:10]([F:12])([F:11])[C:8]1[CH:7]=[C:6]([NH:14][C:15](=[O:23])[CH2:16][CH:17]2[CH2:22][CH2:21][N:20]([C:57]([CH:53]3[CH2:54][CH2:55][CH2:56][N:51]([CH3:50])[CH2:52]3)=[O:58])[CH2:19][CH2:18]2)[CH:5]=[C:4]([C:3]([F:24])([F:2])[F:25])[CH:9]=1, predict the reactants needed to synthesize it. The reactants are: Cl.[F:2][C:3]([F:25])([F:24])[C:4]1[CH:5]=[C:6]([NH:14][C:15](=[O:23])[CH2:16][CH:17]2[CH2:22][CH2:21][NH:20][CH2:19][CH2:18]2)[CH:7]=[C:8]([C:10]([F:13])([F:12])[F:11])[CH:9]=1.CN(C(ON1N=NC2C=CC=NC1=2)=[N+](C)C)C.F[P-](F)(F)(F)(F)F.[CH3:50][N:51]1[CH2:56][CH2:55][CH2:54][CH:53]([C:57](O)=[O:58])[CH2:52]1.[N-]=C=O.C(=O)([O-])[O-]. (3) The reactants are: [CH:1]1([NH2:10])[C:9]2[C:4](=[CH:5][CH:6]=[CH:7][CH:8]=2)[CH2:3][CH2:2]1.[F:11][C:12]([F:23])([F:22])[C:13](O[C:13](=[O:14])[C:12]([F:23])([F:22])[F:11])=[O:14].C(N(CC)CC)C. Given the product [F:11][C:12]([F:23])([F:22])[C:13]([NH:10][CH:1]1[C:9]2[C:4](=[CH:5][CH:6]=[CH:7][CH:8]=2)[CH2:3][CH2:2]1)=[O:14], predict the reactants needed to synthesize it.